This data is from Catalyst prediction with 721,799 reactions and 888 catalyst types from USPTO. The task is: Predict which catalyst facilitates the given reaction. Reactant: [Cl:1][C:2]1[N:3]2[C:7]([N:8]=[C:9]3[CH2:15][CH2:14][NH:13][CH2:12][CH2:11][C:10]=13)=[CH:6][CH:5]=[N:4]2.C(N(CC)CC)C.[C:23](O[C:23]([O:25][C:26]([CH3:29])([CH3:28])[CH3:27])=[O:24])([O:25][C:26]([CH3:29])([CH3:28])[CH3:27])=[O:24].O. Product: [C:26]([O:25][C:23]([N:13]1[CH2:12][CH2:11][C:10]2=[C:2]([Cl:1])[N:3]3[C:7]([N:8]=[C:9]2[CH2:15][CH2:14]1)=[CH:6][CH:5]=[N:4]3)=[O:24])([CH3:29])([CH3:28])[CH3:27]. The catalyst class is: 2.